Predict the product of the given reaction. From a dataset of Forward reaction prediction with 1.9M reactions from USPTO patents (1976-2016). (1) Given the reactants [ClH:1].Cl.C(OC1C(Br)=CC([CH:18]([C:27]2([OH:33])[CH2:32][CH2:31][CH2:30][CH2:29][CH2:28]2)[CH2:19][N:20]2[CH2:25][CH2:24][N:23]([CH3:26])[CH2:22][CH2:21]2)=CC=1Br)C1C=CC=CC=1.Cl.Cl.[CH2:37]([O:44][C:45]1[C:50]([Br:51])=[CH:49][C:48](C(C2(O)CCCCC2)CN2CCNCC2)=[CH:47][C:46]=1[Br:67])[C:38]1[CH:43]=[CH:42][CH:41]=[CH:40][CH:39]=1, predict the reaction product. The product is: [ClH:1].[ClH:1].[CH2:37]([O:44][C:45]1[C:46]([Br:67])=[CH:47][C:48]([CH:19]([N:20]2[CH2:21][CH2:22][N:23]([CH3:26])[CH2:24][CH2:25]2)[CH2:18][C:27]2([OH:33])[CH2:32][CH2:31][CH2:30][CH2:29][CH2:28]2)=[CH:49][C:50]=1[Br:51])[C:38]1[CH:43]=[CH:42][CH:41]=[CH:40][CH:39]=1. (2) Given the reactants [NH2:1][C:2]1[C:3]([CH3:12])=[C:4]([CH:9]=[CH:10][CH:11]=1)[C:5]([O:7][CH3:8])=[O:6].[C:13]1(=O)[CH2:17][CH2:16][CH2:15][CH2:14]1.C(O)(=O)C.C([BH3-])#N.[Na+], predict the reaction product. The product is: [CH:13]1([NH:1][C:2]2[C:3]([CH3:12])=[C:4]([CH:9]=[CH:10][CH:11]=2)[C:5]([O:7][CH3:8])=[O:6])[CH2:17][CH2:16][CH2:15][CH2:14]1. (3) The product is: [CH3:1][O:2][C:3]([C:4]1[C:5]([S:33]([CH3:36])(=[O:35])=[O:34])=[CH:6][C:7]2[N:13]3[CH2:18][CH2:17][N:16]([C:19]4[N:24]=[C:23]([C:25]([F:28])([F:26])[F:27])[CH:22]=[CH:21][N:20]=4)[CH:15]([CH:29]([CH3:31])[CH3:30])[C:14]3=[N:10][C:8]=2[CH:9]=1)=[O:37]. Given the reactants [CH3:1][O:2][C:3](=[O:37])[C:4]1[CH:9]=[C:8]([N+:10]([O-])=O)[C:7]([N:13]2[CH2:18][CH2:17][N:16]([C:19]3[N:24]=[C:23]([C:25]([F:28])([F:27])[F:26])[CH:22]=[CH:21][N:20]=3)[C@H:15]([CH:29]([CH3:31])[CH3:30])[C:14]2=O)=[CH:6][C:5]=1[S:33]([CH3:36])(=[O:35])=[O:34], predict the reaction product. (4) Given the reactants [Cl:1][C:2]1[CH:20]=[CH:19][C:5]2=[N:6][N:7]([C:9]3[CH:14]=[C:13]([CH3:15])[CH:12]=[C:11]([CH2:16]Cl)[C:10]=3[OH:18])[N:8]=[C:4]2[CH:3]=1.[CH2:21]([CH:23]([CH2:26][CH2:27][CH2:28][CH3:29])[CH2:24][OH:25])[CH3:22].C(=O)([O-])[O-].[Na+].[Na+], predict the reaction product. The product is: [Cl:1][C:2]1[CH:20]=[CH:19][C:5]2=[N:6][N:7]([C:9]3[CH:14]=[C:13]([CH3:15])[CH:12]=[C:11]([CH2:16][O:25][CH2:24][CH:23]([CH2:21][CH3:22])[CH2:26][CH2:27][CH2:28][CH3:29])[C:10]=3[OH:18])[N:8]=[C:4]2[CH:3]=1.